From a dataset of Forward reaction prediction with 1.9M reactions from USPTO patents (1976-2016). Predict the product of the given reaction. (1) Given the reactants CON(C)[C:4]([C:6]1[C:15](=[O:16])[C:14]2[C:9](=[CH:10][CH:11]=[CH:12][CH:13]=2)[N:8]([CH2:17][C:18]2[CH:23]=[CH:22][CH:21]=[C:20]([Cl:24])[CH:19]=2)[CH:7]=1)=[O:5].[CH2:26]([C:28]1[CH:33]=[CH:32][C:31](I)=[CH:30][N:29]=1)[CH3:27].C([Mg]Cl)(C)C, predict the reaction product. The product is: [Cl:24][C:20]1[CH:19]=[C:18]([CH:23]=[CH:22][CH:21]=1)[CH2:17][N:8]1[C:9]2[C:14](=[CH:13][CH:12]=[CH:11][CH:10]=2)[C:15](=[O:16])[C:6]([C:4]([C:31]2[CH:30]=[N:29][C:28]([CH2:26][CH3:27])=[CH:33][CH:32]=2)=[O:5])=[CH:7]1. (2) The product is: [C:18]([O:17][C:15](=[O:16])[NH:14][C@@H:10]1[C:11](=[O:12])[NH:1][C:2]2[CH:7]=[CH:6][CH:5]=[CH:4][C:3]=2[NH:8][CH2:9]1)([CH3:21])([CH3:20])[CH3:19]. Given the reactants [NH2:1][C:2]1[CH:7]=[CH:6][CH:5]=[CH:4][C:3]=1[NH:8][CH2:9][C@H:10]([NH:14][C:15]([O:17][C:18]([CH3:21])([CH3:20])[CH3:19])=[O:16])[C:11](O)=[O:12].CCN=C=NCCCN(C)C.Cl.C1C=CC2N(O)N=NC=2C=1.CCN(C(C)C)C(C)C, predict the reaction product.